Dataset: Peptide-MHC class II binding affinity with 134,281 pairs from IEDB. Task: Regression. Given a peptide amino acid sequence and an MHC pseudo amino acid sequence, predict their binding affinity value. This is MHC class II binding data. (1) The peptide sequence is DLLIEALSAMMLDRL. The MHC is DRB1_0401 with pseudo-sequence DRB1_0401. The binding affinity (normalized) is 0.591. (2) The peptide sequence is AAFQAAHARFVAAAA. The MHC is HLA-DPA10103-DPB10401 with pseudo-sequence HLA-DPA10103-DPB10401. The binding affinity (normalized) is 0.326.